This data is from NCI-60 drug combinations with 297,098 pairs across 59 cell lines. The task is: Regression. Given two drug SMILES strings and cell line genomic features, predict the synergy score measuring deviation from expected non-interaction effect. Synergy scores: CSS=12.4, Synergy_ZIP=2.40, Synergy_Bliss=10.6, Synergy_Loewe=1.85, Synergy_HSA=8.28. Drug 1: CN1CCC(CC1)COC2=C(C=C3C(=C2)N=CN=C3NC4=C(C=C(C=C4)Br)F)OC. Drug 2: C1CCC(C(C1)N)N.C(=O)(C(=O)[O-])[O-].[Pt+4]. Cell line: BT-549.